Dataset: Forward reaction prediction with 1.9M reactions from USPTO patents (1976-2016). Task: Predict the product of the given reaction. (1) The product is: [Cl:1][C:2]1[N:7]=[CH:6][N:5]=[C:4]([C:8]([NH:10][C:11]2[CH:16]=[CH:15][C:14]([S:17](=[O:19])(=[O:18])[NH:26][CH2:25][CH2:24][O:23][CH3:22])=[CH:13][C:12]=2[CH3:21])=[O:9])[CH:3]=1. Given the reactants [Cl:1][C:2]1[N:7]=[CH:6][N:5]=[C:4]([C:8]([NH:10][C:11]2[CH:16]=[CH:15][C:14]([S:17](Cl)(=[O:19])=[O:18])=[CH:13][C:12]=2[CH3:21])=[O:9])[CH:3]=1.[CH3:22][O:23][CH2:24][CH2:25][NH2:26].C(NC(C)C)(C)C, predict the reaction product. (2) Given the reactants CC(OC(/N=N/C(OC(C)C)=O)=O)C.[Br:15][C:16]1[C:17]([OH:41])=[C:18]([C:23]([N:26]([C:34]([O:36][C:37]([CH3:40])([CH3:39])[CH3:38])=[O:35])[C:27]([O:29][C:30]([CH3:33])([CH3:32])[CH3:31])=[O:28])=[CH:24][CH:25]=1)[C:19]([O:21][CH3:22])=[O:20].O[CH2:43][CH:44]1[CH:48]=[CH:47][CH2:46][N:45]1[C:49]([O:51][C:52]([CH3:55])([CH3:54])[CH3:53])=[O:50].C1(P(C2C=CC=CC=2)C2C=CC=CC=2)C=CC=CC=1, predict the reaction product. The product is: [Br:15][C:16]1[C:17]([O:41][CH2:43][CH:44]2[CH:48]=[CH:47][CH2:46][N:45]2[C:49]([O:51][C:52]([CH3:53])([CH3:55])[CH3:54])=[O:50])=[C:18]([C:19]([O:21][CH3:22])=[O:20])[C:23]([N:26]([C:27]([O:29][C:30]([CH3:33])([CH3:31])[CH3:32])=[O:28])[C:34]([O:36][C:37]([CH3:40])([CH3:39])[CH3:38])=[O:35])=[CH:24][CH:25]=1. (3) Given the reactants Cl[C:2]1[N:3]=[C:4]([N:22]2[CH2:27][CH2:26][O:25][CH2:24][CH2:23]2)[C:5]2[S:10][C:9]([CH2:11][N:12]3[CH2:17][CH2:16][N:15](S(C)(=O)=O)[CH2:14][CH2:13]3)=[CH:8][C:6]=2[N:7]=1.[NH2:28][C:29]1[N:30]=[CH:31][C:32](B2OC(C)(C)C(C)(C)O2)=[N:33][CH:34]=1, predict the reaction product. The product is: [O:25]1[CH2:26][CH2:27][N:22]([C:4]2[C:5]3[S:10][C:9]([CH2:11][N:12]4[CH2:17][CH2:16][NH:15][CH2:14][CH2:13]4)=[CH:8][C:6]=3[N:7]=[C:2]([C:32]3[N:33]=[CH:34][C:29]([NH2:28])=[N:30][CH:31]=3)[N:3]=2)[CH2:23][CH2:24]1. (4) Given the reactants [CH3:1][C:2]1[CH:3]=[C:4]2[CH:10]=[CH:9][N:8]([Si:11]([CH:18]([CH3:20])[CH3:19])([CH:15]([CH3:17])[CH3:16])[CH:12]([CH3:14])[CH3:13])[C:5]2=[N:6][CH:7]=1.[I:21]N1C(=O)CCC1=O, predict the reaction product. The product is: [I:21][C:10]1[C:4]2[C:5](=[N:6][CH:7]=[C:2]([CH3:1])[CH:3]=2)[N:8]([Si:11]([CH:15]([CH3:17])[CH3:16])([CH:12]([CH3:14])[CH3:13])[CH:18]([CH3:20])[CH3:19])[CH:9]=1.